This data is from Full USPTO retrosynthesis dataset with 1.9M reactions from patents (1976-2016). The task is: Predict the reactants needed to synthesize the given product. (1) Given the product [Cl:21][C:13]1[CH:14]=[C:15]([CH3:16])[C:7]([NH:6][C:4]([O:3][CH2:1][CH3:2])=[O:5])=[C:8]([CH:12]=1)[C:9]([OH:11])=[O:10], predict the reactants needed to synthesize it. The reactants are: [CH2:1]([O:3][C:4]([NH:6][C:7]1[C:15]([CH3:16])=[CH:14][CH:13]=[CH:12][C:8]=1[C:9]([OH:11])=[O:10])=[O:5])[CH3:2].C(O)(=O)C.[ClH:21].OO. (2) Given the product [N+:16]([C:9]1[CH:10]=[CH:11][CH:12]=[C:13]2[C:8]=1[CH:7]=[C:6]([C:4]([OH:5])=[O:3])[CH:15]=[CH:14]2)([O-:18])=[O:17], predict the reactants needed to synthesize it. The reactants are: C([O:3][C:4]([C:6]1[CH:15]=[CH:14][C:13]2[C:8](=[C:9]([N+:16]([O-:18])=[O:17])[CH:10]=[CH:11][CH:12]=2)[CH:7]=1)=[O:5])C.CO.[OH-].[Na+]. (3) Given the product [O:16]=[C:14]1[NH:13][C:12]2[CH:17]=[C:8]([CH:5]3[CH2:6][CH2:7][CH:2]([N:18]4[CH2:21][CH:20]([NH:22][C:23]([CH2:25][NH:26][C:27](=[O:38])[C:28]5[CH:33]=[CH:32][CH:31]=[C:30]([C:34]([F:37])([F:35])[F:36])[CH:29]=5)=[O:24])[CH2:19]4)[CH2:3][CH2:4]3)[CH:9]=[CH:10][C:11]=2[O:15]1, predict the reactants needed to synthesize it. The reactants are: O=[C:2]1[CH2:7][CH2:6][CH:5]([C:8]2[CH:9]=[CH:10][C:11]3[O:15][C:14](=[O:16])[NH:13][C:12]=3[CH:17]=2)[CH2:4][CH2:3]1.[NH:18]1[CH2:21][CH:20]([NH:22][C:23]([CH2:25][NH:26][C:27](=[O:38])[C:28]2[CH:33]=[CH:32][CH:31]=[C:30]([C:34]([F:37])([F:36])[F:35])[CH:29]=2)=[O:24])[CH2:19]1. (4) Given the product [Cl:8][C:6]1[N:5]=[C:4]([NH2:9])[N:3]=[C:2]([NH:17][C:14]2[CH:15]=[CH:16][C:11]([Cl:10])=[CH:12][CH:13]=2)[CH:7]=1, predict the reactants needed to synthesize it. The reactants are: Cl[C:2]1[CH:7]=[C:6]([Cl:8])[N:5]=[C:4]([NH2:9])[N:3]=1.[Cl:10][C:11]1[CH:16]=[CH:15][C:14]([NH2:17])=[CH:13][CH:12]=1.C(N(CC)C(C)C)(C)C.